Dataset: Full USPTO retrosynthesis dataset with 1.9M reactions from patents (1976-2016). Task: Predict the reactants needed to synthesize the given product. Given the product [NH:1]1[C:9]2[C:4](=[CH:5][C:6]([NH:10][C:12]3[CH:21]=[CH:20][C:19]([CH:22]4[CH2:24][CH2:23]4)=[CH:18][C:13]=3[C:14]([O:16][CH3:17])=[O:15])=[CH:7][CH:8]=2)[CH:3]=[CH:2]1, predict the reactants needed to synthesize it. The reactants are: [NH:1]1[C:9]2[C:4](=[CH:5][C:6]([NH2:10])=[CH:7][CH:8]=2)[CH:3]=[CH:2]1.Br[C:12]1[CH:21]=[CH:20][C:19]([CH:22]2[CH2:24][CH2:23]2)=[CH:18][C:13]=1[C:14]([O:16][CH3:17])=[O:15].C(=O)([O-])[O-].[Cs+].[Cs+].C1(C)C=CC=CC=1.